Dataset: Forward reaction prediction with 1.9M reactions from USPTO patents (1976-2016). Task: Predict the product of the given reaction. (1) Given the reactants [CH3:1][S:2]([C:5]1[CH:10]=[CH:9][C:8]([C:11]2[N:12]=[CH:13][C:14]([O:17][CH:18]([CH:20]3[CH2:25][CH2:24][N:23]([C:26]([O:28][CH:29]([CH3:31])[CH3:30])=[O:27])[CH2:22][CH2:21]3)[CH3:19])=[N:15][CH:16]=2)=[CH:7][CH:6]=1)(=[O:4])=[O:3].C(=O)=O, predict the reaction product. The product is: [CH3:1][S:2]([C:5]1[CH:10]=[CH:9][C:8]([C:11]2[N:12]=[CH:13][C:14]([O:17][C@@H:18]([CH:20]3[CH2:25][CH2:24][N:23]([C:26]([O:28][CH:29]([CH3:31])[CH3:30])=[O:27])[CH2:22][CH2:21]3)[CH3:19])=[N:15][CH:16]=2)=[CH:7][CH:6]=1)(=[O:4])=[O:3]. (2) Given the reactants [H-].[Na+].[CH3:3][O:4][CH2:5][CH2:6][CH2:7][N:8]1[C:13]2[CH:14]=[C:15]([CH2:18][O:19][C@@H:20]3[C@@H:25]([C:26]4[CH:39]=[CH:38][C:29]([CH2:30][O:31][CH2:32][C@@H:33]([CH3:37])[C@@H:34]([OH:36])[CH3:35])=[CH:28][CH:27]=4)[C@H:24]([O:40][Si](C(C)C)(C(C)C)C(C)C)[CH2:23][N:22](S(C4C=CC(C)=CC=4)(=O)=O)[CH2:21]3)[CH:16]=[CH:17][C:12]=2[O:11][CH2:10][CH2:9]1.[CH3:61]I, predict the reaction product. The product is: [CH3:61][O:36][C@@H:34]([CH3:35])[C@H:33]([CH3:37])[CH2:32][O:31][CH2:30][C:29]1[CH:38]=[CH:39][C:26]([C@@H:25]2[C@@H:20]([O:19][CH2:18][C:15]3[CH:16]=[CH:17][C:12]4[O:11][CH2:10][CH2:9][N:8]([CH2:7][CH2:6][CH2:5][O:4][CH3:3])[C:13]=4[CH:14]=3)[CH2:21][NH:22][CH2:23][C@H:24]2[OH:40])=[CH:27][CH:28]=1. (3) Given the reactants [C:1]1([CH2:7][CH2:8][C:9]([O:11]C2C=CC(C)=CC=2)=O)[CH:6]=[CH:5][CH:4]=[CH:3][CH:2]=1.[Cl-].[Al+3].[Cl-].[Cl-].[OH2:23], predict the reaction product. The product is: [OH:23][C:4]1[CH:5]=[CH:6][C:1]([CH3:7])=[CH:2][C:3]=1[C:9](=[O:11])[CH2:8][CH2:7][C:1]1[CH:2]=[CH:3][CH:4]=[CH:5][CH:6]=1. (4) The product is: [F:13][C:14]1[C:19]([CH:30]([C:25]2[CH:26]=[CH:27][CH:28]=[CH:29][C:24]=2[CH:23]([O:22][CH2:20][CH3:21])[O:32][CH2:33][CH3:34])[OH:31])=[CH:18][CH:17]=[CH:16][N:15]=1. Given the reactants C(NC(C)C)(C)C.C([Li])CCC.[F:13][C:14]1[CH:19]=[CH:18][CH:17]=[CH:16][N:15]=1.[CH2:20]([O:22][CH:23]([O:32][CH2:33][CH3:34])[C:24]1[CH:29]=[CH:28][CH:27]=[CH:26][C:25]=1[CH:30]=[O:31])[CH3:21].C(=O)([O-])[O-].[Na+].[Na+], predict the reaction product.